This data is from Full USPTO retrosynthesis dataset with 1.9M reactions from patents (1976-2016). The task is: Predict the reactants needed to synthesize the given product. Given the product [Br:1][C:2]1[CH:3]=[CH:4][C:5]([NH:6][CH2:7][CH:8]([C:10]2[CH:15]=[CH:14][CH:13]=[CH:12][CH:11]=2)[OH:9])=[CH:16][CH:17]=1, predict the reactants needed to synthesize it. The reactants are: [Br:1][C:2]1[CH:17]=[CH:16][C:5]([NH:6][CH2:7][C:8]([C:10]2[CH:15]=[CH:14][CH:13]=[CH:12][CH:11]=2)=[O:9])=[CH:4][CH:3]=1.[BH4-].[Na+].